Dataset: Forward reaction prediction with 1.9M reactions from USPTO patents (1976-2016). Task: Predict the product of the given reaction. (1) Given the reactants C[O:2][C:3](=[O:30])[CH:4]([C:10]1[C:15]([CH3:16])=[CH:14][CH:13]=[C:12]([CH:17]2[CH2:19][CH2:18]2)[C:11]=1[C:20]1[CH:21]=[C:22]2[C:27](=[CH:28][CH:29]=1)[O:26][CH2:25][CH2:24][CH2:23]2)[O:5][CH:6]1[CH2:9][CH2:8][CH2:7]1.[OH-].[Na+].O.Cl, predict the reaction product. The product is: [O:26]1[C:27]2[C:22](=[CH:21][C:20]([C:11]3[C:12]([CH:17]4[CH2:19][CH2:18]4)=[CH:13][CH:14]=[C:15]([CH3:16])[C:10]=3[CH:4]([O:5][CH:6]3[CH2:7][CH2:8][CH2:9]3)[C:3]([OH:30])=[O:2])=[CH:29][CH:28]=2)[CH2:23][CH2:24][CH2:25]1. (2) Given the reactants [CH2:1]([C:3]1[N:7]([C:8]2[CH:13]=[CH:12][CH:11]=[CH:10][CH:9]=2)[N:6]=[CH:5][C:4]=1[C:14]([O:16]C)=[O:15])[CH3:2].[OH-].[Na+], predict the reaction product. The product is: [CH2:1]([C:3]1[N:7]([C:8]2[CH:13]=[CH:12][CH:11]=[CH:10][CH:9]=2)[N:6]=[CH:5][C:4]=1[C:14]([OH:16])=[O:15])[CH3:2]. (3) Given the reactants [F:1][C:2]1[CH:3]=[C:4]([N:9]2[C:14](=[O:15])[C:13]([O:16][CH2:17][CH:18]([CH3:20])[CH3:19])=[C:12]([C:21]3[CH:26]=[CH:25][C:24]([S:27](C)(=[O:29])=[O:28])=[CH:23][CH:22]=3)[CH:11]=[N:10]2)[CH:5]=[CH:6][C:7]=1[F:8].[NH3:31], predict the reaction product. The product is: [F:1][C:2]1[CH:3]=[C:4]([N:9]2[C:14](=[O:15])[C:13]([O:16][CH2:17][CH:18]([CH3:20])[CH3:19])=[C:12]([C:21]3[CH:26]=[CH:25][C:24]([S:27]([NH2:31])(=[O:29])=[O:28])=[CH:23][CH:22]=3)[CH:11]=[N:10]2)[CH:5]=[CH:6][C:7]=1[F:8].